Dataset: Reaction yield outcomes from USPTO patents with 853,638 reactions. Task: Predict the reaction yield, written as a fraction of the theoretical maximum amount of product (1.0 means a 100% yield; for example, 0.34 means a 34% yield). (1) The product is [CH3:18][N:15]1[CH2:14][CH2:13][N:12]([C:9]2[CH:10]=[CH:11][C:6]([C:5]([OH:19])=[O:4])=[CH:7][CH:8]=2)[CH2:17][CH2:16]1. The yield is 0.851. The reactants are [Li+].[OH-].C[O:4][C:5](=[O:19])[C:6]1[CH:11]=[CH:10][C:9]([N:12]2[CH2:17][CH2:16][N:15]([CH3:18])[CH2:14][CH2:13]2)=[CH:8][CH:7]=1.O.Cl. The catalyst is C1COCC1.O. (2) The reactants are [Br:1][C:2]1[CH:3]=[C:4]([CH:6]=[C:7]([I:9])[CH:8]=1)[NH2:5].N1C=CC=CC=1.Cl[C:17]([O:19][CH3:20])=[O:18]. The catalyst is C(Cl)Cl. The product is [CH3:20][O:19][C:17](=[O:18])[NH:5][C:4]1[CH:6]=[C:7]([I:9])[CH:8]=[C:2]([Br:1])[CH:3]=1. The yield is 0.990. (3) The reactants are F[C:2]1[CH:11]=[C:10]([F:12])[CH:9]=[C:8]2[C:3]=1[C:4](=[O:13])[NH:5][CH:6]=[N:7]2.[CH:14]([OH:17])([CH3:16])[CH3:15]. No catalyst specified. The product is [F:12][C:10]1[CH:9]=[C:8]2[C:3]([C:4](=[O:13])[NH:5][CH:6]=[N:7]2)=[C:2]([O:17][CH:14]([CH3:16])[CH3:15])[CH:11]=1. The yield is 0.730. (4) The reactants are [Cl:1][C:2]1[N:7]=[N:6][C:5]([C:8]([O:10]CC)=[O:9])=[CH:4][CH:3]=1.[Li+].[OH-].Cl. The catalyst is C1COCC1.O. The product is [Cl:1][C:2]1[N:7]=[N:6][C:5]([C:8]([OH:10])=[O:9])=[CH:4][CH:3]=1. The yield is 0.910. (5) The yield is 0.990. The catalyst is O1CCCC1.CCCCCC. The product is [CH2:16]([O:7][C:5](=[O:6])/[C:4](/[CH3:3])=[CH:26]/[C:25]1[CH:28]=[CH:29][C:22]([I:21])=[CH:23][CH:24]=1)[CH3:17]. The reactants are C([C:3](CC)(CC)[CH:4](P(O)(O)=O)[C:5]([O-:7])=[O:6])C.[CH2:16]([Li])[CH2:17]CC.[I:21][C:22]1[CH:29]=[CH:28][C:25]([CH:26]=O)=[CH:24][CH:23]=1.C(OCC)(=O)C.